Dataset: Full USPTO retrosynthesis dataset with 1.9M reactions from patents (1976-2016). Task: Predict the reactants needed to synthesize the given product. Given the product [Cl:1][C:2]1[C:3]([I:9])=[CH:4][C:5]([NH:19][CH2:18][C:12]2([C:11]#[N:10])[CH2:17][CH2:16][O:15][CH2:14][CH2:13]2)=[N:6][CH:7]=1, predict the reactants needed to synthesize it. The reactants are: [Cl:1][C:2]1[C:3]([I:9])=[CH:4][C:5](F)=[N:6][CH:7]=1.[NH2:10][CH2:11][C:12]1([C:18]#[N:19])[CH2:17][CH2:16][O:15][CH2:14][CH2:13]1.